From a dataset of Catalyst prediction with 721,799 reactions and 888 catalyst types from USPTO. Predict which catalyst facilitates the given reaction. (1) Reactant: [F:1][CH:2]([F:20])[C:3]1[N:4]([C:9]2[C:18]3[C:13](=[CH:14][CH:15]=[CH:16][CH:17]=3)[C:12]([CH3:19])=[CH:11][CH:10]=2)[C:5]([SH:8])=[N:6][N:7]=1.C([O-])([O-])=O.[K+].[K+].C[CH2:28][C:29]([NH:31][C:32]1[CH:37]=[CH:36][C:35]([S:38](=[O:41])(=[O:40])[NH2:39])=[CH:34][C:33]=1[CH3:42])=[O:30].O. Product: [F:20][CH:2]([F:1])[C:3]1[N:4]([C:9]2[C:18]3[C:13](=[CH:14][CH:15]=[CH:16][CH:17]=3)[C:12]([CH3:19])=[CH:11][CH:10]=2)[C:5]([S:8][CH2:28][C:29]([NH:31][C:32]2[CH:37]=[CH:36][C:35]([S:38](=[O:41])(=[O:40])[NH2:39])=[CH:34][C:33]=2[CH3:42])=[O:30])=[N:6][N:7]=1. The catalyst class is: 3. (2) Product: [C:8]([C:6]1[CH:7]=[C:2]([NH:1][S:19]([CH3:18])(=[O:21])=[O:20])[CH:3]=[CH:4][C:5]=1[Cl:11])(=[O:10])[CH3:9]. Reactant: [NH2:1][C:2]1[CH:3]=[CH:4][C:5]([Cl:11])=[C:6]([C:8](=[O:10])[CH3:9])[CH:7]=1.N1C=CC=CC=1.[CH3:18][S:19](Cl)(=[O:21])=[O:20].O. The catalyst class is: 11. (3) Reactant: [Cl:1][C:2]1[CH:7]=[C:6](I)[CH:5]=[CH:4][N:3]=1.[Li]CCCC.[CH:14](=[O:16])[CH3:15]. Product: [Cl:1][C:2]1[CH:7]=[C:6]([CH:14]([OH:16])[CH3:15])[CH:5]=[CH:4][N:3]=1. The catalyst class is: 1. (4) Reactant: Cl.[O:2]1[C:12]2[CH:11]=[C:10]([CH2:13][NH:14][CH:15]3[CH2:20][CH2:19][N:18]([CH2:21][CH2:22][N:23]4[C:32]5[C:27](=[N:28][CH:29]=[C:30](F)[CH:31]=5)[CH:26]=[CH:25][C:24]4=[O:34])[CH2:17][CH2:16]3)[N:9]=[CH:8][C:7]=2[O:6][CH2:5][CH2:4][CH2:3]1.[C:35](=O)([O-])[OH:36].[Na+]. Product: [O:2]1[C:12]2[CH:11]=[C:10]([CH2:13][NH:14][CH:15]3[CH2:20][CH2:19][N:18]([CH2:21][CH2:22][N:23]4[C:32]5[C:27](=[N:28][CH:29]=[C:30]([O:36][CH3:35])[CH:31]=5)[CH:26]=[CH:25][C:24]4=[O:34])[CH2:17][CH2:16]3)[N:9]=[CH:8][C:7]=2[O:6][CH2:5][CH2:4][CH2:3]1. The catalyst class is: 22. (5) Reactant: [Br:1][C:2]1[CH:7]=[C:6]([O:8][CH3:9])[C:5]([O:10][CH3:11])=[CH:4][C:3]=1[CH2:12][CH2:13][NH2:14].CCN(CC)CC.[C:22](Cl)([CH3:24])=[O:23]. Product: [Br:1][C:2]1[CH:7]=[C:6]([O:8][CH3:9])[C:5]([O:10][CH3:11])=[CH:4][C:3]=1[CH2:12][CH2:13][NH:14][C:22](=[O:23])[CH3:24]. The catalyst class is: 2. (6) Reactant: [NH2:1][CH2:2][C:3]1[CH:4]=[CH:5][C:6]([Cl:36])=[C:7]([C:9]2[NH:13][C:12](=[O:14])[N:11]([C:15]3[CH:33]=[CH:32][C:18]([C:19]([NH:21][C:22]4[CH:27]=[CH:26][C:25]([F:28])=[C:24]([CH:29]([F:31])[F:30])[CH:23]=4)=[O:20])=[C:17]([O:34][CH3:35])[CH:16]=3)[N:10]=2)[CH:8]=1.[CH:37]1([C:40](Cl)=[O:41])[CH2:39][CH2:38]1.CCN(C(C)C)C(C)C. Product: [Cl:36][C:6]1[CH:5]=[CH:4][C:3]([CH2:2][NH:1][C:40]([CH:37]2[CH2:39][CH2:38]2)=[O:41])=[CH:8][C:7]=1[C:9]1[NH:13][C:12](=[O:14])[N:11]([C:15]2[CH:33]=[CH:32][C:18]([C:19]([NH:21][C:22]3[CH:27]=[CH:26][C:25]([F:28])=[C:24]([CH:29]([F:31])[F:30])[CH:23]=3)=[O:20])=[C:17]([O:34][CH3:35])[CH:16]=2)[N:10]=1. The catalyst class is: 1.